From a dataset of Reaction yield outcomes from USPTO patents with 853,638 reactions. Predict the reaction yield, written as a fraction of the theoretical maximum amount of product (1.0 means a 100% yield; for example, 0.34 means a 34% yield). The yield is 0.420. The product is [Cl:10][C:3]1[C:4]([CH3:9])=[C:5]([F:8])[CH:6]=[CH:7][C:2]=1[C:11]#[N:12]. The catalyst is [C-]#N.[Zn+2].[C-]#N.C1C=CC([P]([Pd]([P](C2C=CC=CC=2)(C2C=CC=CC=2)C2C=CC=CC=2)([P](C2C=CC=CC=2)(C2C=CC=CC=2)C2C=CC=CC=2)[P](C2C=CC=CC=2)(C2C=CC=CC=2)C2C=CC=CC=2)(C2C=CC=CC=2)C2C=CC=CC=2)=CC=1.C(OCC)C. The reactants are Br[C:2]1[C:3]([Cl:10])=[C:4]([CH3:9])[C:5]([F:8])=[CH:6][CH:7]=1.[CH3:11][N:12](C=O)C.